This data is from Forward reaction prediction with 1.9M reactions from USPTO patents (1976-2016). The task is: Predict the product of the given reaction. The product is: [C:20]([O:10][C:9]([C:7]1[S:6][C:5]2[CH:12]=[CH:13][C:2]([OH:1])=[CH:3][C:4]=2[CH:8]=1)=[O:11])(=[O:27])[C:21]1[CH:26]=[CH:25][CH:24]=[CH:23][CH:22]=1. Given the reactants [OH:1][C:2]1[CH:13]=[CH:12][C:5]2[S:6][C:7]([C:9]([OH:11])=[O:10])=[CH:8][C:4]=2[CH:3]=1.N1C=CC=CC=1.[C:20](Cl)(=[O:27])[C:21]1[CH:26]=[CH:25][CH:24]=[CH:23][CH:22]=1.C(O)(=O)CC(CC(O)=O)(C(O)=O)O, predict the reaction product.